From a dataset of NCI-60 drug combinations with 297,098 pairs across 59 cell lines. Regression. Given two drug SMILES strings and cell line genomic features, predict the synergy score measuring deviation from expected non-interaction effect. (1) Drug 1: C1=CC(=CC=C1C#N)C(C2=CC=C(C=C2)C#N)N3C=NC=N3. Drug 2: COCCOC1=C(C=C2C(=C1)C(=NC=N2)NC3=CC=CC(=C3)C#C)OCCOC.Cl. Cell line: M14. Synergy scores: CSS=-4.52, Synergy_ZIP=1.23, Synergy_Bliss=-1.65, Synergy_Loewe=-3.10, Synergy_HSA=-4.41. (2) Drug 1: C1=CC(=CC=C1CC(C(=O)O)N)N(CCCl)CCCl.Cl. Drug 2: CC1=C(C(=CC=C1)Cl)NC(=O)C2=CN=C(S2)NC3=CC(=NC(=N3)C)N4CCN(CC4)CCO. Cell line: PC-3. Synergy scores: CSS=24.1, Synergy_ZIP=-4.35, Synergy_Bliss=1.10, Synergy_Loewe=-3.78, Synergy_HSA=3.93. (3) Drug 1: CN(C)C1=NC(=NC(=N1)N(C)C)N(C)C. Drug 2: CCC(=C(C1=CC=CC=C1)C2=CC=C(C=C2)OCCN(C)C)C3=CC=CC=C3.C(C(=O)O)C(CC(=O)O)(C(=O)O)O. Cell line: NCI-H322M. Synergy scores: CSS=-4.22, Synergy_ZIP=1.38, Synergy_Bliss=-2.55, Synergy_Loewe=-4.07, Synergy_HSA=-4.83. (4) Drug 1: CC1OCC2C(O1)C(C(C(O2)OC3C4COC(=O)C4C(C5=CC6=C(C=C35)OCO6)C7=CC(=C(C(=C7)OC)O)OC)O)O. Drug 2: CC1CCC2CC(C(=CC=CC=CC(CC(C(=O)C(C(C(=CC(C(=O)CC(OC(=O)C3CCCCN3C(=O)C(=O)C1(O2)O)C(C)CC4CCC(C(C4)OC)OCCO)C)C)O)OC)C)C)C)OC. Cell line: DU-145. Synergy scores: CSS=28.8, Synergy_ZIP=-0.343, Synergy_Bliss=-0.252, Synergy_Loewe=-3.34, Synergy_HSA=2.30. (5) Drug 1: CS(=O)(=O)CCNCC1=CC=C(O1)C2=CC3=C(C=C2)N=CN=C3NC4=CC(=C(C=C4)OCC5=CC(=CC=C5)F)Cl. Drug 2: C1=NC2=C(N1)C(=S)N=CN2. Cell line: K-562. Synergy scores: CSS=38.6, Synergy_ZIP=-16.8, Synergy_Bliss=-27.3, Synergy_Loewe=-31.6, Synergy_HSA=-25.1.